Dataset: Experimentally validated miRNA-target interactions with 360,000+ pairs, plus equal number of negative samples. Task: Binary Classification. Given a miRNA mature sequence and a target amino acid sequence, predict their likelihood of interaction. The miRNA is hsa-miR-7152-3p with sequence UCUGGUCCUGGACAGGAGGC. The protein sequence of the target gene is MELDHMTTGGLHAYPAPRGGPAAKPNVILQIGKCRAEMLEHVRRTHRHLLTEVSKQVERELKGLHRSVGKLENNLDGYVPTGDSQRWKKSIKACLCRCQETIANLERWVKREMHVWREVFYRLERWADRLESMGGKYPVGSEPARHTVSVGVGGPEPYCQEADGYDYTVSPYAITPPPAAGELPEQESVEAQQYQSWGPGEDGQPSPGVDTQIFEDPREFLSHLEEYLRQVGGSEEYWLSQIQNHMNGPAKKWWEFKQGSVKNWVEFKKEFLQYSEGTLSREAIQRELELPQKQGEPLDQ.... Result: 0 (no interaction).